Binary Classification. Given a miRNA mature sequence and a target amino acid sequence, predict their likelihood of interaction. From a dataset of Experimentally validated miRNA-target interactions with 360,000+ pairs, plus equal number of negative samples. (1) The miRNA is hsa-miR-1915-5p with sequence ACCUUGCCUUGCUGCCCGGGCC. The protein sequence of the target gene is MAEERPPRLVDYFVVAGLAGNGAPIPEEKWVPEPTGPLRPPRPAEPITDVAVIARALGEEVPQGYTCIQTSAGGHPLELSAGLLGGTQPVICYRRGRDKPPLVELGVLYEGKERPKLGFQVLDTTPYSHSANLAPPGPGHPRTYLMYRRAAEGAGLHALGITDLCLVLPSKGEGTPHTYCRLPRNLNPGMWGPAVYLCYKVGLAKANTLVYEAELLGRYPEEDNEAFPLPESVPVFCLPMGATIECWPAQTKYPVPVFSTFVLTGAAGDKVYGAALQFYEAFPRARLSERQARALGLMSA.... Result: 0 (no interaction). (2) The miRNA is hsa-miR-1249-5p with sequence AGGAGGGAGGAGAUGGGCCAAGUU. The protein sequence of the target gene is MAELGLNEHHQNEVINYMRFARSKRGLRLKTVDSCFQDLKDSRLVEETFTIDEVSEVLNGLQAVVHSEVESELINTAYTNVLLLRQLFSQAEKWYLKLQTDISELENRELLEQVAEFEKAEFVSSSKKPIIDITKPKLVPINEGGTTELLNKEILRLQQENEKLKSRLKTIEIQAVNALDEKSKLERVLQDLQLDQENQQDLLKAQDLDDLENTVATLRSEFQKTLNDKTENQKSLEENLAAAKHDLLRVQEQLSMAEKELEKKFQQTAAYRNMKEILTKKNDQIKDLRKRLAKYESED. Result: 0 (no interaction). (3) The miRNA is hsa-miR-6512-5p with sequence UACCAUUAGAAGAGCUGGAAGA. The protein sequence of the target gene is MENMHLRRVRTMPRHSQSLTMAPYSSVSLVEQLEDRILCHEKTTAALVEHAFRIKDDIVNSLQKMQNKGGGDRLARLFLEEHIRNITAIVKQLNRDIEVLQEQIRARDNISYGTNSALKTLEMRQLSGLGDLRGRVARCDASIARLSAEHKTTYEGLQHLNKEQQAAKLILETKIKDAEGQISQLLNRVDLSISEQSTKLKMSHRDSNHQLQLLDTKFKGTVEELSNQILSARSWLQQEQERIEKELLQKIDQLSLIVKENSGASERDMEKKLSQMSARLDKIEEGQKKTFDGQRTRQEE.... Result: 0 (no interaction). (4) The miRNA is hsa-miR-4726-5p with sequence AGGGCCAGAGGAGCCUGGAGUGG. The protein sequence of the target gene is MSIEIPAGLTELLQGFTVEVLRHQPADLLEFALQHFTRLQQENERKGAARFGHEGRTWGDAGAAAGGGIPSKGVNFAEEPMRSDSENGEEEEAAEAGAFNAPVINRFTRRASVCAEAYNPDEEEDDAESRIIHPKTDDQRNRLQEACKDILLFKNLDPEQMSQVLDAMFEKLVKEGEHVIDQGDDGDNFYVIDRGTFDIYVKCDGVGRCVGNYDNRGSFGELALMYNTPRAATITATSPGALWGLDRVTFRRIIVKNNAKKRKMYESFIESLPFLKSLEVSERLKVVDVIGTKVYNDGEQ.... Result: 0 (no interaction). (5) The protein sequence of the target gene is MDVFSFVKIAKLSSHRTKSSGWPPPSGTWGLSQVPPYGWEMTANRDGRDYFINHMTQAIPFDDPRLESCQIIPPAPRKVEMRRDPVLGFGFVAGSEKPVVVRSVTPGGPSEGKLIPGDQIVMINDEPVSAAPRERVIDLVRSCKESILLTVIQPYPSPKSAFISAAKKARLKSNPVKVRFSEEVIINGQVSETVKDNSLLFMPNVLKVYLENGQTKSFRFDCSTSIKDVILTLQEKLSIKGIEHFSLMLEQRTEGAGTKLLLLHEQETLTQVTQRPSSHKMRCLFRISFVPKDPIDLLRR.... Result: 1 (interaction). The miRNA is hsa-miR-519d-5p with sequence CCUCCAAAGGGAAGCGCUUUCUGUU. (6) The miRNA is hsa-miR-4782-3p with sequence UGAUUGUCUUCAUAUCUAGAAC. The protein sequence of the target gene is MKWMFKEDHSLEHRCVESAKIRAKYPDRVPVIVEKVSGSQIVDIDKRKYLVPSDITVAQFMWIIRKRIQLPSEKAIFLFVDKTVPQSSLTMGQLYEKEKDEDGFLYVAYSGENTFGF. Result: 0 (no interaction). (7) The miRNA is hsa-miR-4499 with sequence AAGACUGAGAGGAGGGA. The protein sequence of the target gene is MGCCGCSGGCGSGCGGCGSGCGGCGSSCCVPICCCKPVCCCVPACSCTSCGSCGGSKGCCGSCGGSKGGCGSCGGSKGGCGSCGCSQCSCCKPCYCSSGCGSSCCQSSCCKPCCSQASCCVPICCQCKI. Result: 1 (interaction).